Dataset: NCI-60 drug combinations with 297,098 pairs across 59 cell lines. Task: Regression. Given two drug SMILES strings and cell line genomic features, predict the synergy score measuring deviation from expected non-interaction effect. (1) Drug 1: C1CCC(CC1)NC(=O)N(CCCl)N=O. Drug 2: CN(C)N=NC1=C(NC=N1)C(=O)N. Cell line: SN12C. Synergy scores: CSS=4.58, Synergy_ZIP=-4.58, Synergy_Bliss=-1.22, Synergy_Loewe=-1.90, Synergy_HSA=-1.74. (2) Drug 1: C(CC(=O)O)C(=O)CN.Cl. Drug 2: CC12CCC3C(C1CCC2OP(=O)(O)O)CCC4=C3C=CC(=C4)OC(=O)N(CCCl)CCCl.[Na+]. Cell line: TK-10. Synergy scores: CSS=20.7, Synergy_ZIP=-10.4, Synergy_Bliss=-10.7, Synergy_Loewe=-10.8, Synergy_HSA=-11.5.